This data is from Reaction yield outcomes from USPTO patents with 853,638 reactions. The task is: Predict the reaction yield, written as a fraction of the theoretical maximum amount of product (1.0 means a 100% yield; for example, 0.34 means a 34% yield). (1) The reactants are [CH:1]1[C:13]2[NH:12][C:11]3[C:6](=[CH:7][CH:8]=[CH:9][CH:10]=3)[C:5]=2[CH:4]=[CH:3][C:2]=1[O:14][CH2:15][CH2:16][CH2:17][CH2:18][CH2:19][C:20]([O:22]CC)=[O:21].[OH-].[Li+]. The catalyst is CO. The product is [CH:1]1[C:13]2[NH:12][C:11]3[C:6](=[CH:7][CH:8]=[CH:9][CH:10]=3)[C:5]=2[CH:4]=[CH:3][C:2]=1[O:14][CH2:15][CH2:16][CH2:17][CH2:18][CH2:19][C:20]([OH:22])=[O:21]. The yield is 0.930. (2) The reactants are [NH2:1][C:2]1[CH:3]=[C:4]2[C:9](=[CH:10][CH:11]=1)[C:8](=[O:12])[NH:7][CH:6]=[CH:5]2.[Cl:13]N1C(=O)CCC1=O. The catalyst is CN(C=O)C. The product is [NH2:1][C:2]1[C:3]([Cl:13])=[C:4]2[C:9](=[CH:10][CH:11]=1)[C:8](=[O:12])[NH:7][CH:6]=[CH:5]2. The yield is 0.820. (3) The product is [F:31][C:32]1[C:37]([F:38])=[CH:36][CH:35]=[CH:34][C:33]=1[C:7]1[C:12]2[O:13][CH:14]([CH2:17][O:18][S:19]([C:22]3[CH:27]=[CH:26][C:25]([CH3:28])=[CH:24][CH:23]=3)(=[O:21])=[O:20])[CH2:15][O:16][C:11]=2[CH:10]=[CH:9][CH:8]=1. No catalyst specified. The reactants are FC(F)(F)S(O[C:7]1[C:12]2[O:13][CH:14]([CH2:17][O:18][S:19]([C:22]3[CH:27]=[CH:26][C:25]([CH3:28])=[CH:24][CH:23]=3)(=[O:21])=[O:20])[CH2:15][O:16][C:11]=2[CH:10]=[CH:9][CH:8]=1)(=O)=O.[F:31][C:32]1[C:37]([F:38])=[CH:36][CH:35]=[CH:34][C:33]=1B(O)O. The yield is 0.920.